Dataset: Full USPTO retrosynthesis dataset with 1.9M reactions from patents (1976-2016). Task: Predict the reactants needed to synthesize the given product. (1) Given the product [CH2:1]([C:3]1[N:4]=[C:5]2[C:10]([C:11]#[N:12])=[CH:9][CH:8]=[CH:7][N:6]2[C:13]=1[C:15]1[CH:20]=[CH:19][CH:18]=[C:17]([OH:21])[CH:16]=1)[CH3:2], predict the reactants needed to synthesize it. The reactants are: [CH2:1]([C:3]1[N:4]=[C:5]2[C:10]([C:11]#[N:12])=[CH:9][CH:8]=[CH:7][N:6]2[CH:13]=1)[CH3:2].I[C:15]1[CH:16]=[C:17]([OH:21])[CH:18]=[CH:19][CH:20]=1.C([O-])(=O)C.[K+]. (2) The reactants are: [CH2:1]([O:5][CH2:6][CH2:7][O:8][C:9]1[CH:14]=[CH:13][C:12]([C:15]2[CH:20]=[CH:19][C:18]([O:21][CH2:22][CH2:23]CCC(OCC)=O)=[C:17]([CH:31]=O)[CH:16]=2)=[CH:11][CH:10]=1)[CH2:2][CH2:3][CH3:4].[O-][CH2:34][CH3:35].[Na+].O.[C:38](=[O:45])([O:42][CH2:43][CH3:44])OCC. Given the product [CH2:1]([O:5][CH2:6][CH2:7][O:8][C:9]1[CH:14]=[CH:13][C:12]([C:15]2[CH:20]=[CH:19][C:18]3[O:21][CH2:22][CH2:23][CH:35]([C:38]([O:42][CH2:43][CH3:44])=[O:45])[CH:34]=[CH:31][C:17]=3[CH:16]=2)=[CH:11][CH:10]=1)[CH2:2][CH2:3][CH3:4], predict the reactants needed to synthesize it. (3) Given the product [O:33]=[C:31]1[CH2:32][O:27][C:28]2[CH:37]=[CH:36][CH:35]=[CH:38][C:29]=2[N:30]1[C@H:12]1[CH2:13][C@H:14]([NH:16][C:17](=[O:18])[O:19][CH2:20][C:21]2[CH:22]=[CH:23][CH:24]=[CH:25][CH:26]=2)[CH2:15]1, predict the reactants needed to synthesize it. The reactants are: CC1C=CC(S(O[C@H:12]2[CH2:15][C@@H:14]([NH:16][C:17]([O:19][CH2:20][C:21]3[CH:26]=[CH:25][CH:24]=[CH:23][CH:22]=3)=[O:18])[CH2:13]2)(=O)=O)=CC=1.[O:27]1[CH2:32][C:31](=[O:33])[NH:30][C:29]2N=[CH:35][CH:36]=[CH:37][C:28]1=2.[C:38](=O)([O-])[O-].[K+].[K+]. (4) The reactants are: [Br-].[CH:2]1([CH2:6][P+](C2C=CC=CC=2)(C2C=CC=CC=2)C2C=CC=CC=2)[CH2:5][CH2:4][CH2:3]1.C[Si]([N-][Si](C)(C)C)(C)C.[Na+].[CH3:36][N:37]([CH3:57])[C:38]([C:40]1[N:41]=[C:42]([C@H:45]([CH2:54][CH:55]=O)[CH2:46][C:47]([O:49][C:50]([CH3:53])([CH3:52])[CH3:51])=[O:48])[O:43][CH:44]=1)=[O:39].O. Given the product [CH:2]1(/[CH:6]=[CH:55]\[CH2:54][C@@H:45]([C:42]2[O:43][CH:44]=[C:40]([C:38]([N:37]([CH3:57])[CH3:36])=[O:39])[N:41]=2)[CH2:46][C:47]([O:49][C:50]([CH3:53])([CH3:52])[CH3:51])=[O:48])[CH2:3][CH2:4][CH2:5]1, predict the reactants needed to synthesize it. (5) Given the product [CH:30]1[C:39]2[C:34](=[CH:35][CH:36]=[CH:37][CH:38]=2)[CH:33]=[CH:32][C:31]=1[C:40]([NH:1][C:2]1[CH:3]=[CH:4][C:5]([CH2:6][N:7]2[C:11]3=[N:12][CH:13]=[CH:14][CH:15]=[C:10]3[C:9]([CH2:16][C:17]([O:19][CH3:20])=[O:18])=[N:8]2)=[CH:21][CH:22]=1)=[O:41], predict the reactants needed to synthesize it. The reactants are: [NH2:1][C:2]1[CH:22]=[CH:21][C:5]([CH2:6][N:7]2[C:11]3=[N:12][CH:13]=[CH:14][CH:15]=[C:10]3[C:9]([CH2:16][C:17]([O:19][CH3:20])=[O:18])=[N:8]2)=[CH:4][CH:3]=1.C(N(CC)CC)C.[CH:30]1[C:39]2[C:34](=[CH:35][CH:36]=[CH:37][CH:38]=2)[CH:33]=[CH:32][C:31]=1[C:40](Cl)=[O:41]. (6) Given the product [CH2:1]([O:3][C:4](=[O:27])[CH:5]([C:11]1[N:12]([CH3:26])[C:13]2[C:18]([C:19]=1[S:20][C:21]([CH3:22])([CH3:23])[CH3:24])=[CH:17][C:16]([O:25][CH2:35][C:30]1[CH:31]=[CH:32][CH:33]=[CH:34][N:29]=1)=[CH:15][CH:14]=2)[CH:6]1[CH2:7][CH2:8][CH2:9][CH2:10]1)[CH3:2], predict the reactants needed to synthesize it. The reactants are: [CH2:1]([O:3][C:4](=[O:27])[CH:5]([C:11]1[N:12]([CH3:26])[C:13]2[C:18]([C:19]=1[S:20][C:21]([CH3:24])([CH3:23])[CH3:22])=[CH:17][C:16]([OH:25])=[CH:15][CH:14]=2)[CH:6]1[CH2:10][CH2:9][CH2:8][CH2:7]1)[CH3:2].Cl.[N:29]1[CH:34]=[CH:33][CH:32]=[CH:31][C:30]=1[CH2:35]Cl.